Task: Regression. Given two drug SMILES strings and cell line genomic features, predict the synergy score measuring deviation from expected non-interaction effect.. Dataset: NCI-60 drug combinations with 297,098 pairs across 59 cell lines (1) Drug 1: C1=C(C(=O)NC(=O)N1)F. Drug 2: CCCCCOC(=O)NC1=NC(=O)N(C=C1F)C2C(C(C(O2)C)O)O. Cell line: SF-268. Synergy scores: CSS=22.9, Synergy_ZIP=3.32, Synergy_Bliss=5.45, Synergy_Loewe=-6.18, Synergy_HSA=3.27. (2) Drug 1: C1=NC2=C(N1)C(=S)N=C(N2)N. Drug 2: CC1=C(C=C(C=C1)NC(=O)C2=CC=C(C=C2)CN3CCN(CC3)C)NC4=NC=CC(=N4)C5=CN=CC=C5. Cell line: RXF 393. Synergy scores: CSS=12.3, Synergy_ZIP=-3.55, Synergy_Bliss=-3.77, Synergy_Loewe=-7.16, Synergy_HSA=-4.06. (3) Drug 1: C1CCN(CC1)CCOC2=CC=C(C=C2)C(=O)C3=C(SC4=C3C=CC(=C4)O)C5=CC=C(C=C5)O. Drug 2: CC1CCC2CC(C(=CC=CC=CC(CC(C(=O)C(C(C(=CC(C(=O)CC(OC(=O)C3CCCCN3C(=O)C(=O)C1(O2)O)C(C)CC4CCC(C(C4)OC)O)C)C)O)OC)C)C)C)OC. Cell line: EKVX. Synergy scores: CSS=33.4, Synergy_ZIP=0.933, Synergy_Bliss=0.111, Synergy_Loewe=-21.0, Synergy_HSA=0.769.